The task is: Predict the reaction yield, written as a fraction of the theoretical maximum amount of product (1.0 means a 100% yield; for example, 0.34 means a 34% yield).. This data is from Reaction yield outcomes from USPTO patents with 853,638 reactions. (1) The reactants are C[O:2][C:3](=[O:15])[C:4]1[CH:9]=[CH:8][C:7]([N:10]2[CH2:14][CH2:13][CH2:12][CH2:11]2)=[CH:6][CH:5]=1.[OH-].[Na+]. The catalyst is CO.O. The product is [N:10]1([C:7]2[CH:8]=[CH:9][C:4]([C:3]([OH:15])=[O:2])=[CH:5][CH:6]=2)[CH2:11][CH2:12][CH2:13][CH2:14]1. The yield is 0.970. (2) The reactants are [CH2:1]([N:8]1[CH2:12][C@@H:11]([C:13]2[CH:18]=[CH:17][C:16]([Cl:19])=[CH:15][CH:14]=2)[C@H:10]([NH:20][CH:21]2[CH2:23][CH2:22]2)[CH2:9]1)[C:2]1[CH:7]=[CH:6][CH:5]=[CH:4][CH:3]=1.CCN(C(C)C)C(C)C.Cl[C:34]([O:36][C:37]1[CH:42]=[CH:41][C:40]([F:43])=[CH:39][CH:38]=1)=[O:35]. The catalyst is CN(C1C=CN=CC=1)C.C(Cl)Cl. The product is [F:43][C:40]1[CH:41]=[CH:42][C:37]([O:36][C:34](=[O:35])[N:20]([C@H:10]2[C@H:11]([C:13]3[CH:14]=[CH:15][C:16]([Cl:19])=[CH:17][CH:18]=3)[CH2:12][N:8]([CH2:1][C:2]3[CH:3]=[CH:4][CH:5]=[CH:6][CH:7]=3)[CH2:9]2)[CH:21]2[CH2:22][CH2:23]2)=[CH:38][CH:39]=1. The yield is 0.510. (3) The reactants are Br[C:2]1[CH:3]=[C:4]([C:18]2[CH:23]=[CH:22][CH:21]=[CH:20][CH:19]=2)[CH:5]=[C:6](Br)[C:7]=1[NH:8][C:9](=[O:16])[C:10]1[CH:15]=[CH:14][CH:13]=[CH:12][CH:11]=1.[CH2:24](B(O)O)[CH:25]([CH3:27])[CH3:26].O.P([O-])([O-])([O-])=O.[K+].[K+].[K+].O. The catalyst is C(OCC)(=O)C.ClCCl. The product is [CH2:24]([C:2]1[CH:3]=[C:4]([C:18]2[CH:23]=[CH:22][CH:21]=[CH:20][CH:19]=2)[CH:5]=[C:6]([CH2:3][CH:4]([CH3:18])[CH3:5])[C:7]=1[NH:8][C:9](=[O:16])[C:10]1[CH:15]=[CH:14][CH:13]=[CH:12][CH:11]=1)[CH:25]([CH3:27])[CH3:26]. The yield is 0.860. (4) The reactants are [NH:1]1[C:9]2[C:4](=[CH:5][C:6]([O:10][C:11]3[C:20]4[C:15](=[CH:16][C:17]([O:23][CH3:24])=[C:18]([O:21][CH3:22])[CH:19]=4)[N:14]=[CH:13][CH:12]=3)=[CH:7][CH:8]=2)[CH:3]=[CH:2]1.[H-].[Na+].[F:27][C:28]1[CH:33]=[C:32]([F:34])[CH:31]=[CH:30][C:29]=1[N:35]=[C:36]=[O:37].O. The yield is 0.589. The product is [F:27][C:28]1[CH:33]=[C:32]([F:34])[CH:31]=[CH:30][C:29]=1[NH:35][C:36]([N:1]1[C:9]2[C:4](=[CH:5][C:6]([O:10][C:11]3[C:20]4[C:15](=[CH:16][C:17]([O:23][CH3:24])=[C:18]([O:21][CH3:22])[CH:19]=4)[N:14]=[CH:13][CH:12]=3)=[CH:7][CH:8]=2)[CH:3]=[CH:2]1)=[O:37]. The catalyst is CN(C)C=O.C(OCC)(=O)C. (5) The reactants are Br[C:2]1[CH:3]=[CH:4][C:5](=[O:9])[N:6]([CH3:8])[CH:7]=1.[B:10]1([B:10]2[O:14][C:13]([CH3:16])([CH3:15])[C:12]([CH3:18])([CH3:17])[O:11]2)[O:14][C:13]([CH3:16])([CH3:15])[C:12]([CH3:18])([CH3:17])[O:11]1.C([O-])(=O)C.[K+]. The catalyst is O1CCOCC1. The product is [CH3:8][N:6]1[CH:7]=[C:2]([B:10]2[O:14][C:13]([CH3:16])([CH3:15])[C:12]([CH3:18])([CH3:17])[O:11]2)[CH:3]=[CH:4][C:5]1=[O:9]. The yield is 0.236. (6) The reactants are [NH2:1][CH2:2][CH:3]1[CH2:8][CH2:7][CH2:6][N:5]([C:9]2[C:18]3[C:13](=[CH:14][CH:15]=[CH:16][CH:17]=3)[C:12]([C:19]#[N:20])=[CH:11][CH:10]=2)[CH2:4]1.C(N(CC)CC)C.[C:28](Cl)(=[O:30])[CH3:29]. The catalyst is ClCCl.C(OCC)(=O)C. The product is [C:19]([C:12]1[C:13]2[C:18](=[CH:17][CH:16]=[CH:15][CH:14]=2)[C:9]([N:5]2[CH2:6][CH2:7][CH2:8][CH:3]([CH2:2][NH:1][C:28](=[O:30])[CH3:29])[CH2:4]2)=[CH:10][CH:11]=1)#[N:20]. The yield is 0.560. (7) The reactants are C([Si]([O:8][CH2:9][C:10]1[CH:15]=[C:14]([O:16][CH2:17][CH3:18])[C:13]([F:19])=[C:12]([O:20][CH2:21][CH3:22])[CH:11]=1)(C)C)(C)(C)C. The catalyst is CO. The product is [CH2:21]([O:20][C:12]1[CH:11]=[C:10]([CH2:9][OH:8])[CH:15]=[C:14]([O:16][CH2:17][CH3:18])[C:13]=1[F:19])[CH3:22]. The yield is 1.00.